Dataset: Full USPTO retrosynthesis dataset with 1.9M reactions from patents (1976-2016). Task: Predict the reactants needed to synthesize the given product. (1) Given the product [ClH:1].[Cl:1][C:2]1[CH:3]=[C:4]([C:21]2[CH:26]=[CH:25][CH:24]=[C:23]([C:27]([N:62]3[CH2:63][CH2:64][N:59]([CH3:58])[CH2:60][CH2:61]3)=[O:28])[CH:22]=2)[CH:5]=[CH:6][C:7]=1[CH2:8][CH:9]1[CH2:13][CH2:12][N:11]([CH:14]2[CH2:19][CH2:18][CH2:17][CH2:16][CH2:15]2)[C:10]1=[O:20], predict the reactants needed to synthesize it. The reactants are: [Cl:1][C:2]1[CH:3]=[C:4]([C:21]2[CH:26]=[CH:25][CH:24]=[C:23]([C:27](O)=[O:28])[CH:22]=2)[CH:5]=[CH:6][C:7]=1[CH2:8][CH:9]1[CH2:13][CH2:12][N:11]([CH:14]2[CH2:19][CH2:18][CH2:17][CH2:16][CH2:15]2)[C:10]1=[O:20].CCN=C=NCCCN(C)C.C1C=CC2N(O)N=NC=2C=1.C(N(CC)CC)C.[CH3:58][N:59]1[CH2:64][CH2:63][NH:62][CH2:61][CH2:60]1. (2) Given the product [C:32]1([C:30]2[N:29]=[C:28]([C:38]3[CH:39]=[CH:40][CH:41]=[CH:42][CH:43]=3)[N:27]=[C:26]([C:21]3[CH:20]=[C:19]([C:58]4[CH:59]=[CH:60][CH:61]=[C:56]([C:51]5[CH:52]=[CH:53][CH:54]=[CH:55][N:50]=5)[CH:57]=4)[CH:24]=[C:23]([C:13]4[C:14]5[C:5]([C:6]6[CH:7]=[CH:8][CH:9]=[CH:10][C:11]=6[CH:12]=4)=[CH:4][CH:3]=[CH:2][CH:1]=5)[CH:22]=3)[N:31]=2)[CH:37]=[CH:36][CH:35]=[CH:34][CH:33]=1, predict the reactants needed to synthesize it. The reactants are: [CH:1]1[C:14]2[CH:13]=[C:12](B(O)O)[C:11]3[C:6](=[CH:7][CH:8]=[CH:9][CH:10]=3)[C:5]=2[CH:4]=[CH:3][CH:2]=1.Br[C:19]1[CH:20]=[C:21]([C:26]2[N:31]=[C:30]([C:32]3[CH:37]=[CH:36][CH:35]=[CH:34][CH:33]=3)[N:29]=[C:28]([C:38]3[CH:43]=[CH:42][CH:41]=[CH:40][CH:39]=3)[N:27]=2)[CH:22]=[C:23](Br)[CH:24]=1.C([O-])([O-])=O.[K+].[K+].[N:50]1[CH:55]=[CH:54][CH:53]=[CH:52][C:51]=1[C:56]1[CH:57]=[C:58](B(O)O)[CH:59]=[CH:60][CH:61]=1.